Dataset: Forward reaction prediction with 1.9M reactions from USPTO patents (1976-2016). Task: Predict the product of the given reaction. The product is: [CH2:35]1[C:43]2[C:38](=[CH:39][C:40]([NH:44][C:45](=[O:75])[NH:46][C:47]3[CH:52]=[CH:51][C:50]([C:53]4[CH:61]=[C:60]5[C:56]([CH2:57][N:58]([C@@H:63]([CH:68]([CH3:70])[CH3:69])[C:64]([OH:66])=[O:65])[C:59]5=[O:62])=[CH:55][CH:54]=4)=[C:49]([C:71]([F:72])([F:73])[F:74])[CH:48]=3)=[CH:41][CH:42]=2)[CH2:37][CH2:36]1. Given the reactants ClC1C=CC=CC=1NC(=O)NC1C=CC(C2C=C3C(CN([C@@H](C(C)C)C(O)=O)C3=O)=CC=2)=NC=1.[CH2:35]1[C:43]2[C:38](=[CH:39][C:40]([NH:44][C:45](=[O:75])[NH:46][C:47]3[CH:52]=[CH:51][C:50]([C:53]4[CH:61]=[C:60]5[C:56]([CH2:57][N:58]([C@@H:63]([CH:68]([CH3:70])[CH3:69])[C:64]([O:66]C)=[O:65])[C:59]5=[O:62])=[CH:55][CH:54]=4)=[C:49]([C:71]([F:74])([F:73])[F:72])[CH:48]=3)=[CH:41][CH:42]=2)[CH2:37][CH2:36]1, predict the reaction product.